From a dataset of Forward reaction prediction with 1.9M reactions from USPTO patents (1976-2016). Predict the product of the given reaction. (1) Given the reactants [N:1]1([C:12]([O:14][C:15]([CH3:18])([CH3:17])[CH3:16])=[O:13])[CH2:6][CH2:5][CH2:4][CH:3]([C:7]([O:9][CH2:10][CH3:11])=[O:8])[CH2:2]1.C[Si](C)(C)[N-][Si](C)(C)C.[K+].Br[CH2:30][CH:31]=[CH2:32].[Cl-].[NH4+], predict the reaction product. The product is: [CH2:32]([C:3]1([C:7]([O:9][CH2:10][CH3:11])=[O:8])[CH2:4][CH2:5][CH2:6][N:1]([C:12]([O:14][C:15]([CH3:17])([CH3:16])[CH3:18])=[O:13])[CH2:2]1)[CH:31]=[CH2:30]. (2) Given the reactants [NH2:1][C:2]1[CH:7]=[CH:6][C:5]([N+:8]([O-:10])=[O:9])=[CH:4][C:3]=1[OH:11].C([O-])(O)=O.[Na+].Cl[CH2:18][C:19](Cl)=[O:20], predict the reaction product. The product is: [N+:8]([C:5]1[CH:6]=[CH:7][C:2]2[NH:1][C:19](=[O:20])[CH2:18][O:11][C:3]=2[CH:4]=1)([O-:10])=[O:9]. (3) The product is: [Cl:1][C:2]1[CH:3]=[C:4]([N:8]2[CH:12]=[C:11]([NH2:13])[CH:10]=[N:9]2)[CH:5]=[CH:6][CH:7]=1. Given the reactants [Cl:1][C:2]1[CH:3]=[C:4]([N:8]2[CH:12]=[C:11]([NH:13]C(=O)C3C=CC=CC=3)[CH:10]=[N:9]2)[CH:5]=[CH:6][CH:7]=1.S(=O)(=O)(O)O.[OH-].[Na+], predict the reaction product. (4) Given the reactants [H-].[Na+].[C:3]1([C:9]2[O:10][CH:11]=[C:12]3[C:20]4[CH:19]=[CH:18][CH:17]=[CH:16][C:15]=4[NH:14][C:13]=23)[CH:8]=[CH:7][CH:6]=[CH:5][CH:4]=1.C1OCCOCCOCCOCCOC1.[Br:36][C:37]1[CH:45]=[CH:44][CH:43]=[CH:42][C:38]=1[C:39](Cl)=[O:40], predict the reaction product. The product is: [Br:36][C:37]1[CH:45]=[CH:44][CH:43]=[CH:42][C:38]=1[C:39]([N:14]1[C:15]2[CH:16]=[CH:17][CH:18]=[CH:19][C:20]=2[C:12]2=[CH:11][O:10][C:9]([C:3]3[CH:4]=[CH:5][CH:6]=[CH:7][CH:8]=3)=[C:13]12)=[O:40]. (5) Given the reactants C(OC(=O)C1C(=CC=[CH:14][CH:15]=1)C(OCC)=O)C.C([NH2:20])CC.[CH3:21][CH2:22][O:23][C:24]([CH3:26])=[O:25], predict the reaction product. The product is: [CH2:22]([O:23][CH:24]([O:25][NH2:20])[CH3:26])[CH2:21][CH2:14][CH3:15]. (6) Given the reactants Cl.[Cl:2][C:3]1[CH:4]=[C:5]([C@H:10]2[CH2:15][CH2:14][NH:13][CH2:12][C@H:11]2[C:16]2[CH:21]=[CH:20][CH:19]=[CH:18][CH:17]=2)[CH:6]=[CH:7][C:8]=1[Cl:9].C(N(CC)CC)C.[F:29][C:30]([F:45])([F:44])[C:31]1[CH:32]=[C:33]([CH:37]=[C:38]([C:40]([F:43])([F:42])[F:41])[CH:39]=1)[C:34](Cl)=[O:35], predict the reaction product. The product is: [F:29][C:30]([F:44])([F:45])[C:31]1[CH:32]=[C:33]([C:34]([N:13]2[CH2:14][CH2:15][C@H:10]([C:5]3[CH:6]=[CH:7][C:8]([Cl:9])=[C:3]([Cl:2])[CH:4]=3)[C@H:11]([C:16]3[CH:21]=[CH:20][CH:19]=[CH:18][CH:17]=3)[CH2:12]2)=[O:35])[CH:37]=[C:38]([C:40]([F:41])([F:42])[F:43])[CH:39]=1.